Task: Regression. Given a peptide amino acid sequence and an MHC pseudo amino acid sequence, predict their binding affinity value. This is MHC class II binding data.. Dataset: Peptide-MHC class II binding affinity with 134,281 pairs from IEDB (1) The peptide sequence is GFKAALAAAAGVPPADKYRT. The MHC is DRB1_0901 with pseudo-sequence DRB1_0901. The binding affinity (normalized) is 0.955. (2) The peptide sequence is SWITQGLLGALLLWMGI. The MHC is DRB1_0404 with pseudo-sequence DRB1_0404. The binding affinity (normalized) is 0.0870. (3) The peptide sequence is ASTGGAYESYKFIPA. The MHC is DRB1_1501 with pseudo-sequence DRB1_1501. The binding affinity (normalized) is 0.214. (4) The peptide sequence is DALTLRTATNIWIDH. The MHC is HLA-DQA10102-DQB10602 with pseudo-sequence HLA-DQA10102-DQB10602. The binding affinity (normalized) is 0.610. (5) The peptide sequence is ELNLLDKRQFELYKR. The MHC is DRB5_0101 with pseudo-sequence DRB5_0101. The binding affinity (normalized) is 0.625. (6) The peptide sequence is EAVRHFPRPWLHGL. The MHC is HLA-DQA10103-DQB10603 with pseudo-sequence HLA-DQA10103-DQB10603. The binding affinity (normalized) is 0.305. (7) The peptide sequence is KRIVKLVNDVGAVVN. The MHC is HLA-DPA10301-DPB10402 with pseudo-sequence HLA-DPA10301-DPB10402. The binding affinity (normalized) is 0.378. (8) The peptide sequence is IAMEVVLRKRQGPKQ. The MHC is HLA-DQA10501-DQB10402 with pseudo-sequence HLA-DQA10501-DQB10402. The binding affinity (normalized) is 0.249. (9) The peptide sequence is HDGGCRKELAAVSVD. The MHC is DRB1_0701 with pseudo-sequence DRB1_0701. The binding affinity (normalized) is 0.249.